From a dataset of Reaction yield outcomes from USPTO patents with 853,638 reactions. Predict the reaction yield, written as a fraction of the theoretical maximum amount of product (1.0 means a 100% yield; for example, 0.34 means a 34% yield). (1) The reactants are [SH:1][C:2]1[N:10]=[CH:9][CH:8]=[CH:7][C:3]=1[C:4]([OH:6])=[O:5].Br.Br[CH2:13][C:14]1[CH:19]=[CH:18][N:17]=[CH:16][CH:15]=1.C(N(CC)CC)C.O. The catalyst is CN(C)C=O. The product is [N:17]1[CH:18]=[CH:19][C:14]([CH2:13][S:1][C:2]2[C:3]([C:4]([OH:6])=[O:5])=[CH:7][CH:8]=[CH:9][N:10]=2)=[CH:15][CH:16]=1. The yield is 0.610. (2) The reactants are [Br:1][C:2]1[CH:11]=[C:10]2[C:5]([C:6](Cl)=[C:7]([C:12]([NH2:14])=[O:13])[CH:8]=[N:9]2)=[CH:4][CH:3]=1.[NH2:16][C:17]1[CH:18]=[C:19]([CH:23]=[C:24]([O:26][CH3:27])[CH:25]=1)[C:20]([OH:22])=[O:21]. The catalyst is C(O)(=O)C. The product is [NH2:14][C:12]([C:7]1[CH:8]=[N:9][C:10]2[C:5]([C:6]=1[NH:16][C:17]1[CH:18]=[C:19]([CH:23]=[C:24]([O:26][CH3:27])[CH:25]=1)[C:20]([OH:22])=[O:21])=[CH:4][CH:3]=[C:2]([Br:1])[CH:11]=2)=[O:13]. The yield is 0.720. (3) The catalyst is ClCCCl. The reactants are C[O:2][C:3]1[CH:4]=[CH:5][C:6]([C:13](=[O:15])[CH3:14])=[C:7]2[C:12]=1[CH2:11][CH2:10][CH2:9][CH2:8]2.[Al+3].[Cl-].[Cl-].[Cl-]. The yield is 0.500. The product is [OH:2][C:3]1[CH:4]=[CH:5][C:6]([C:13](=[O:15])[CH3:14])=[C:7]2[C:12]=1[CH2:11][CH2:10][CH2:9][CH2:8]2.